This data is from Reaction yield outcomes from USPTO patents with 853,638 reactions. The task is: Predict the reaction yield, written as a fraction of the theoretical maximum amount of product (1.0 means a 100% yield; for example, 0.34 means a 34% yield). (1) The reactants are [C:1]([N:4]1[CH2:9][CH2:8][NH:7][CH2:6][CH2:5]1)(=[O:3])[CH3:2].C(N(C(C)C)CC)(C)C.O1CCOCC1.[F:25][C:26]([F:62])([F:61])[C:27]1[CH:28]=[C:29]([CH:54]=[C:55]([C:57]([F:60])([F:59])[F:58])[CH:56]=1)[CH2:30][N:31]1[CH2:38][CH2:37][CH2:36][NH:35][C:34]2[N:39]=[C:40](S(C)(=O)=O)[N:41]=[C:42]([C:43]3[CH:48]=[CH:47][CH:46]=[CH:45][CH:44]=3)[C:33]=2[C:32]1=[O:53]. The catalyst is C(OCC)(=O)C. The product is [C:1]([N:4]1[CH2:9][CH2:8][N:7]([C:40]2[N:41]=[C:42]([C:43]3[CH:48]=[CH:47][CH:46]=[CH:45][CH:44]=3)[C:33]3[C:32](=[O:53])[N:31]([CH2:30][C:29]4[CH:54]=[C:55]([C:57]([F:60])([F:59])[F:58])[CH:56]=[C:27]([C:26]([F:62])([F:25])[F:61])[CH:28]=4)[CH2:38][CH2:37][CH2:36][NH:35][C:34]=3[N:39]=2)[CH2:6][CH2:5]1)(=[O:3])[CH3:2]. The yield is 0.690. (2) The reactants are C[O-].[Na+].[N:4]1[CH:9]=[CH:8][CH:7]=[CH:6][C:5]=1[C:10]([O:12]C)=O.[CH3:14][C:15]([CH3:17])=[O:16]. The catalyst is O1CCCC1. The product is [N:4]1[CH:9]=[CH:8][CH:7]=[CH:6][C:5]=1[C:10](=[O:12])[CH2:14][C:15](=[O:16])[CH3:17]. The yield is 0.600. (3) The reactants are C[O:2][C:3](=O)[CH:4]=[CH:5][CH:6]=[CH:7][CH2:8][S:9][C:10]1[CH:15]=[CH:14][C:13]([Cl:16])=[CH:12][CH:11]=1.[NH2:18][OH:19].[OH-].[K+].CO. The catalyst is C1COCC1. The product is [OH:19][NH:18][C:3](=[O:2])[CH:4]=[CH:5][CH:6]=[CH:7][CH2:8][S:9][C:10]1[CH:15]=[CH:14][C:13]([Cl:16])=[CH:12][CH:11]=1. The yield is 0.480. (4) The reactants are [CH2:1]([NH2:8])[C:2]1[CH:7]=[CH:6][CH:5]=[CH:4][CH:3]=1.C(O[BH-](OC(=O)C)OC(=O)C)(=O)C.[Na+].[CH2:23]([O:30][CH:31]1[C:36](=O)[CH2:35][CH2:34][N:33]([C:38]([O:40][C:41]([CH3:44])([CH3:43])[CH3:42])=[O:39])[CH2:32]1)[C:24]1[CH:29]=[CH:28][CH:27]=[CH:26][CH:25]=1. The catalyst is ClCCCl.ClCCl. The product is [CH2:1]([NH:8][C@H:36]1[CH2:35][CH2:34][N:33]([C:38]([O:40][C:41]([CH3:44])([CH3:43])[CH3:42])=[O:39])[CH2:32][C@H:31]1[O:30][CH2:23][C:24]1[CH:25]=[CH:26][CH:27]=[CH:28][CH:29]=1)[C:2]1[CH:7]=[CH:6][CH:5]=[CH:4][CH:3]=1. The yield is 0.910.